From a dataset of Reaction yield outcomes from USPTO patents with 853,638 reactions. Predict the reaction yield, written as a fraction of the theoretical maximum amount of product (1.0 means a 100% yield; for example, 0.34 means a 34% yield). (1) The reactants are [C:1]([NH:5][S:6]([CH2:9][CH2:10][CH2:11]Cl)(=[O:8])=[O:7])([CH3:4])([CH3:3])[CH3:2].[Li]CCCC. The catalyst is C1COCC1. The product is [C:1]([NH:5][S:6]([CH:9]1[CH2:11][CH2:10]1)(=[O:8])=[O:7])([CH3:4])([CH3:3])[CH3:2]. The yield is 0.560. (2) The reactants are [Cl:1][C:2]1[CH:3]=[C:4]([S:9]([NH:12][CH2:13][C:14]2[N:15]=[CH:16][C:17]([C:24](O)=[O:25])=[N:18][C:19]=2[C:20]([F:23])([F:22])[F:21])(=[O:11])=[O:10])[CH:5]=[CH:6][C:7]=1[F:8].C(N(CC)CC)C.CCCP1(OP(CCC)(=O)OP(CCC)(=O)O1)=O.Cl.[CH3:53][C:54]1[S:55][C:56]([CH2:59][NH2:60])=[CH:57][N:58]=1. The catalyst is ClCCl. The product is [Cl:1][C:2]1[CH:3]=[C:4]([S:9]([NH:12][CH2:13][C:14]2[N:15]=[CH:16][C:17]([C:24]([NH:60][CH2:59][C:56]3[S:55][C:54]([CH3:53])=[N:58][CH:57]=3)=[O:25])=[N:18][C:19]=2[C:20]([F:23])([F:21])[F:22])(=[O:11])=[O:10])[CH:5]=[CH:6][C:7]=1[F:8]. The yield is 0.200. (3) The reactants are CN(N=O)C(N[N+]([O-])=O)=N.[OH-].[K+].[N+](=[CH2:15])=[N-].[F:16][C:17]1[CH:18]=[C:19](/[CH:25]=[CH:26]/[C:27]([O:29][CH2:30][CH3:31])=[O:28])[CH:20]=[CH:21][C:22]=1[O:23][CH3:24]. The catalyst is CCOCC.C(O)(=O)C.C([O-])(=O)C.[Pd+2].C([O-])(=O)C. The product is [F:16][C:17]1[CH:18]=[C:19]([CH:25]2[CH2:15][CH:26]2[C:27]([O:29][CH2:30][CH3:31])=[O:28])[CH:20]=[CH:21][C:22]=1[O:23][CH3:24]. The yield is 0.830.